The task is: Predict the product of the given reaction.. This data is from Forward reaction prediction with 1.9M reactions from USPTO patents (1976-2016). Given the reactants Cl[C:2]1[N:7]=[C:6]([C:8]2[S:12][C:11]([N:13]3[CH2:18][CH2:17][O:16][CH2:15][CH2:14]3)=[N:10][C:9]=2[C:19]2[C:20]([F:34])=[C:21]([NH:25][S:26]([C:29]3[O:30][CH:31]=[CH:32][CH:33]=3)(=[O:28])=[O:27])[CH:22]=[CH:23][CH:24]=2)[CH:5]=[CH:4][N:3]=1.[CH2:35]([NH2:39])[CH:36]([CH3:38])[CH3:37], predict the reaction product. The product is: [F:34][C:20]1[C:19]([C:9]2[N:10]=[C:11]([N:13]3[CH2:18][CH2:17][O:16][CH2:15][CH2:14]3)[S:12][C:8]=2[C:6]2[CH:5]=[CH:4][N:3]=[C:2]([NH:39][CH2:35][CH:36]([CH3:38])[CH3:37])[N:7]=2)=[CH:24][CH:23]=[CH:22][C:21]=1[NH:25][S:26]([C:29]1[O:30][CH:31]=[CH:32][CH:33]=1)(=[O:28])=[O:27].